This data is from Reaction yield outcomes from USPTO patents with 853,638 reactions. The task is: Predict the reaction yield, written as a fraction of the theoretical maximum amount of product (1.0 means a 100% yield; for example, 0.34 means a 34% yield). The reactants are [H-].[Na+].[C:3]1([OH:9])[CH:8]=[CH:7][CH:6]=[CH:5][CH:4]=1.Cl[C:11]1[C:20]([N+:21]([O-:23])=[O:22])=[C:19]([NH:24][CH2:25][CH2:26][O:27][CH2:28][CH2:29][CH2:30][C:31]2[CH:32]=[N:33][CH:34]=[CH:35][CH:36]=2)[C:18]2[CH2:17][CH2:16][CH2:15][CH2:14][C:13]=2[N:12]=1. The product is [N+:21]([C:20]1[C:11]([O:9][C:3]2[CH:8]=[CH:7][CH:6]=[CH:5][CH:4]=2)=[N:12][C:13]2[CH2:14][CH2:15][CH2:16][CH2:17][C:18]=2[C:19]=1[NH:24][CH2:25][CH2:26][O:27][CH2:28][CH2:29][CH2:30][C:31]1[CH:32]=[N:33][CH:34]=[CH:35][CH:36]=1)([O-:23])=[O:22]. The yield is 0.710. The catalyst is COCCOCCOC.